From a dataset of Peptide-MHC class II binding affinity with 134,281 pairs from IEDB. Regression. Given a peptide amino acid sequence and an MHC pseudo amino acid sequence, predict their binding affinity value. This is MHC class II binding data. (1) The peptide sequence is ACSLFLNYAVSFNYF. The MHC is HLA-DPA10301-DPB10402 with pseudo-sequence HLA-DPA10301-DPB10402. The binding affinity (normalized) is 0.554. (2) The peptide sequence is STGGAYDTYKCIPSL. The MHC is DRB1_0404 with pseudo-sequence DRB1_0404. The binding affinity (normalized) is 0.200.